Dataset: Catalyst prediction with 721,799 reactions and 888 catalyst types from USPTO. Task: Predict which catalyst facilitates the given reaction. (1) Reactant: [C:1]1([NH2:8])[CH:6]=[CH:5]C=C(N)C=1.[CH:21]1C(CC2C=C[C:19]([NH2:22])=[CH:20][CH:21]=2)=CC=[C:19]([NH2:22])[CH:20]=1.NC1C2C(=C(N)C=CC=2)C=CC=1.NC1C=C(N)C=C(N)C=1.NC1C=C(N)C=C(N)C=1C.NC1C2C(=CC(N)=CC=2)C=C(N)C=1.NC1N(N)C(N)=NN=1.NC1C2[C:89](=[O:91])[C:88]3[C:83](=C(N)C=CC=3N)[C:82](=[O:94])C=2C(N)=CC=1. Product: [NH2:22][CH2:19][CH2:20][CH2:21][O:91][CH2:89][CH2:88][CH2:83][CH2:82][O:94][CH2:5][CH2:6][CH2:1][NH2:8]. The catalyst class is: 6. (2) Reactant: [NH2:1][C:2]1[CH:3]=[C:4]([CH2:8][CH2:9][C:10]([OH:12])=O)[CH:5]=[CH:6][CH:7]=1.C([N:15]([CH:19]([CH3:21])[CH3:20])C(C)C)C.C1(N)CC1.CN(C(ON1N=NC2C=CC=NC1=2)=[N+](C)C)C.F[P-](F)(F)(F)(F)F. The catalyst class is: 384. Product: [NH2:1][C:2]1[CH:3]=[C:4]([CH2:8][CH2:9][C:10]([NH:15][CH:19]2[CH2:21][CH2:20]2)=[O:12])[CH:5]=[CH:6][CH:7]=1. (3) Product: [F:1][C:2]1[CH:3]=[C:4]([C@H:9]2[N:14]([CH2:15][C:16]([NH:23][C:24]3[CH:25]=[C:26]4[C:39](=[CH:40][CH:41]=3)[CH2:38][C@:28]3([C:36]5[C:31](=[N:32][CH:33]=[CH:34][CH:35]=5)[NH:30][C:29]3=[O:37])[CH2:27]4)=[O:18])[C:13](=[O:19])[C:12]([CH3:20])([CH3:21])[C@@H:11]([OH:22])[CH2:10]2)[CH:5]=[C:6]([F:8])[CH:7]=1. The catalyst class is: 3. Reactant: [F:1][C:2]1[CH:3]=[C:4]([C@H:9]2[N:14]([CH2:15][C:16]([OH:18])=O)[C:13](=[O:19])[C:12]([CH3:21])([CH3:20])[C@@H:11]([OH:22])[CH2:10]2)[CH:5]=[C:6]([F:8])[CH:7]=1.[NH2:23][C:24]1[CH:25]=[C:26]2[C:39](=[CH:40][CH:41]=1)[CH2:38][C@:28]1([C:36]3[C:31](=[N:32][CH:33]=[CH:34][CH:35]=3)[NH:30][C:29]1=[O:37])[CH2:27]2.C1C=CC2N(O)N=NC=2C=1.C(Cl)CCl. (4) Reactant: Br[C:2]1[CH:7]=[CH:6][C:5]([O:8][C:9]([F:12])([F:11])[F:10])=[CH:4][CH:3]=1.[C:13]([Cu])#[N:14]. Product: [F:10][C:9]([F:12])([F:11])[O:8][C:5]1[CH:6]=[CH:7][C:2]([C:13]#[N:14])=[CH:3][CH:4]=1. The catalyst class is: 3. (5) Reactant: [Al+3].[Cl-].[Cl-].[Cl-].C([N:12]1[C:20]2[C:15](=[CH:16][C:17]([Cl:21])=[CH:18][CH:19]=2)[CH:14]=[C:13]1[C:22](=[O:46])[CH:23]([CH2:35][C:36]1[CH:41]=[CH:40][C:39]([C:42]([CH3:45])([CH3:44])[CH3:43])=[CH:38][CH:37]=1)[CH2:24][C:25]1[CH:34]=[CH:33][C:28]([C:29]([O:31][CH3:32])=[O:30])=[CH:27][CH:26]=1)C1C=CC=CC=1.C1(OC)C=CC=CC=1. Product: [C:42]([C:39]1[CH:38]=[CH:37][C:36]([CH2:35][CH:23]([C:22]([C:13]2[NH:12][C:20]3[C:15]([CH:14]=2)=[CH:16][C:17]([Cl:21])=[CH:18][CH:19]=3)=[O:46])[CH2:24][C:25]2[CH:26]=[CH:27][C:28]([C:29]([O:31][CH3:32])=[O:30])=[CH:33][CH:34]=2)=[CH:41][CH:40]=1)([CH3:45])([CH3:43])[CH3:44]. The catalyst class is: 11.